From a dataset of Full USPTO retrosynthesis dataset with 1.9M reactions from patents (1976-2016). Predict the reactants needed to synthesize the given product. The reactants are: Br[C:2]1[N:7]=[C:6]([CH:8]=[O:9])[CH:5]=[CH:4][C:3]=1[O:10][CH2:11][CH2:12][O:13][Si:14]([C:17]([CH3:20])([CH3:19])[CH3:18])([CH3:16])[CH3:15].CC1(C)C(C)(C)OB([C:29]2[CH:34]=[CH:33][C:32]([S:35]([CH3:37])=[O:36])=[CH:31][CH:30]=2)O1.C([O-])([O-])=O.[Na+].[Na+]. Given the product [Si:14]([O:13][CH2:12][CH2:11][O:10][C:3]1[CH:4]=[CH:5][C:6]([CH:8]=[O:9])=[N:7][C:2]=1[C:29]1[CH:34]=[CH:33][C:32]([S:35]([CH3:37])=[O:36])=[CH:31][CH:30]=1)([C:17]([CH3:20])([CH3:19])[CH3:18])([CH3:16])[CH3:15], predict the reactants needed to synthesize it.